The task is: Predict the product of the given reaction.. This data is from Forward reaction prediction with 1.9M reactions from USPTO patents (1976-2016). (1) Given the reactants [Cl-].O[NH3+:3].[C:4](=[O:7])([O-])[OH:5].[Na+].CS(C)=O.[OH:13][C@H:14]1[CH2:18][CH2:17][CH2:16][C@H:15]1[O:19][C@H:20]1[CH2:25][CH2:24][C@H:23]([N:26]2[C:31](=[O:32])[C:30]([CH2:33][C:34]3[CH:39]=[CH:38][C:37]([C:40]4[C:41]([C:46]#[N:47])=[CH:42][CH:43]=[CH:44][CH:45]=4)=[CH:36][CH:35]=3)=[C:29]([CH2:48][CH2:49][CH3:50])[N:28]3[N:51]=[CH:52][N:53]=[C:27]23)[CH2:22][CH2:21]1, predict the reaction product. The product is: [OH:13][C@H:14]1[CH2:18][CH2:17][CH2:16][C@H:15]1[O:19][C@H:20]1[CH2:21][CH2:22][C@H:23]([N:26]2[C:31](=[O:32])[C:30]([CH2:33][C:34]3[CH:39]=[CH:38][C:37]([C:40]4[CH:45]=[CH:44][CH:43]=[CH:42][C:41]=4[C:46]4[NH:3][C:4](=[O:7])[O:5][N:47]=4)=[CH:36][CH:35]=3)=[C:29]([CH2:48][CH2:49][CH3:50])[N:28]3[N:51]=[CH:52][N:53]=[C:27]23)[CH2:24][CH2:25]1. (2) Given the reactants [F:1][C:2]1[CH:7]=[CH:6][C:5]([CH2:8][C:9]2[CH:18]=[C:17]3[C:12]([C:13]([OH:24])=[C:14]([C:20](OC)=[O:21])[C:15](=[O:19])[NH:16]3)=[N:11][CH:10]=2)=[C:4]([C:25]([F:28])([F:27])[F:26])[CH:3]=1.[CH3:29][O:30][CH2:31][CH2:32][NH2:33], predict the reaction product. The product is: [F:1][C:2]1[CH:7]=[CH:6][C:5]([CH2:8][C:9]2[CH:18]=[C:17]3[C:12]([C:13]([OH:24])=[C:14]([C:20]([NH:33][CH2:32][CH2:31][O:30][CH3:29])=[O:21])[C:15](=[O:19])[NH:16]3)=[N:11][CH:10]=2)=[C:4]([C:25]([F:28])([F:26])[F:27])[CH:3]=1. (3) Given the reactants [Cl:1][C:2]1[CH:7]=[C:6]([Cl:8])[CH:5]=[CH:4][C:3]=1[CH2:9][N+:10]#[C-:11].[C:12]([OH:19])(=O)[CH2:13][CH2:14][C:15]([CH3:17])=O.[CH:20]1([NH2:23])[CH2:22][CH2:21]1.C[OH:25], predict the reaction product. The product is: [CH:20]1([N:23]2[C:12](=[O:19])[CH2:13][CH2:14][C@@:15]2([CH3:17])[C:11]([NH:10][CH2:9][C:3]2[CH:4]=[CH:5][C:6]([Cl:8])=[CH:7][C:2]=2[Cl:1])=[O:25])[CH2:22][CH2:21]1. (4) Given the reactants C(=O)(O)O.[NH2:5][C:6]([NH2:8])=[NH:7].[C:9]1([P:15](=[O:18])([OH:17])[OH:16])[CH:14]=[CH:13][CH:12]=[CH:11][CH:10]=1.CC(C)=O, predict the reaction product. The product is: [C:9]1([P:15](=[O:16])([OH:18])[OH:17])[CH:14]=[CH:13][CH:12]=[CH:11][CH:10]=1.[NH2:7][C:6]([NH2:8])=[NH:5]. (5) Given the reactants [S:1]1[C:5]2[CH:6]=[CH:7][CH:8]=[CH:9][C:4]=2[N:3]=[C:2]1[C:10]1[C:11]([NH2:17])=[N:12][CH:13]=[C:14](Br)[CH:15]=1.[C:18]([C:22]1[CH:23]=[C:24](B(O)O)[CH:25]=[CH:26][CH:27]=1)([O:20][CH3:21])=[O:19].C([O-])([O-])=O.[Cs+].[Cs+], predict the reaction product. The product is: [CH3:21][O:20][C:18](=[O:19])[C:22]1[CH:23]=[CH:24][CH:25]=[C:26]([C:14]2[CH:13]=[N:12][C:11]([NH2:17])=[C:10]([C:2]3[S:1][C:5]4[CH:6]=[CH:7][CH:8]=[CH:9][C:4]=4[N:3]=3)[CH:15]=2)[CH:27]=1. (6) Given the reactants [CH:1]12[CH2:17][CH:5]3[N:6](C(OC(C)(C)C)=O)[CH:7]([CH2:9][CH:3]([CH2:4]3)[O:2]1)[CH2:8]2.[ClH:18], predict the reaction product. The product is: [ClH:18].[CH:1]12[CH2:17][CH:5]3[NH:6][CH:7]([CH2:9][CH:3]([CH2:4]3)[O:2]1)[CH2:8]2.